From a dataset of Forward reaction prediction with 1.9M reactions from USPTO patents (1976-2016). Predict the product of the given reaction. (1) Given the reactants [Cl:1][C:2]1[CH:7]=[CH:6][C:5]([C:8]2[N:9]([CH2:14][C@H:15]([OH:20])[C:16]([F:19])([F:18])[F:17])[C:10](=[O:13])[NH:11][N:12]=2)=[CH:4][CH:3]=1.C(=O)([O-])[O-].[Cs+].[Cs+].[Br:27][C:28]1[CH:37]=[CH:36][C:31]([C:32]([O:34][CH3:35])=[O:33])=[C:30]([CH2:38]Br)[CH:29]=1.O, predict the reaction product. The product is: [Br:27][C:28]1[CH:37]=[CH:36][C:31]([C:32]([O:34][CH3:35])=[O:33])=[C:30]([CH2:38][N:11]2[C:10](=[O:13])[N:9]([CH2:14][C@H:15]([OH:20])[C:16]([F:18])([F:19])[F:17])[C:8]([C:5]3[CH:6]=[CH:7][C:2]([Cl:1])=[CH:3][CH:4]=3)=[N:12]2)[CH:29]=1. (2) Given the reactants Br[C:2]1[CH:3]=[N:4][CH:5]=[CH:6][CH:7]=1.[Cl:8][C:9]1[CH:14]=[CH:13][C:12]([C:15](=[O:21])[C:16]([O:18][CH2:19][CH3:20])=[O:17])=[CH:11][CH:10]=1.[Cl-].[NH4+], predict the reaction product. The product is: [Cl:8][C:9]1[CH:10]=[CH:11][C:12]([C:15]([OH:21])([C:2]2[CH:3]=[N:4][CH:5]=[CH:6][CH:7]=2)[C:16]([O:18][CH2:19][CH3:20])=[O:17])=[CH:13][CH:14]=1. (3) The product is: [CH2:1]([C:5]1[C:6]([C:16]2[O:20][N:19]=[C:18]([C:21]3[CH:22]=[CH:23][C:24]([CH2:25][N:26]4[CH2:27][CH:28]([C:30]([OH:32])=[O:31])[CH2:29]4)=[CH:37][CH:38]=3)[N:17]=2)=[N:7][O:8][C:9]=1[C:10]1[CH:11]=[CH:12][CH:13]=[CH:14][CH:15]=1)[CH2:2][CH2:3][CH3:4]. Given the reactants [CH2:1]([C:5]1[C:6]([C:16]2[O:20][N:19]=[C:18]([C:21]3[CH:38]=[CH:37][C:24]([CH2:25][N:26]4[CH2:29][CH:28]([C:30]([O:32]C(C)(C)C)=[O:31])[CH2:27]4)=[CH:23][CH:22]=3)[N:17]=2)=[N:7][O:8][C:9]=1[C:10]1[CH:15]=[CH:14][CH:13]=[CH:12][CH:11]=1)[CH2:2][CH2:3][CH3:4].FC(F)(F)C(O)=O, predict the reaction product. (4) Given the reactants [CH3:1][C:2]1[CH:7]=[C:6]([OH:8])[N:5]2[N:9]=[C:10]([S:12][CH3:13])[N:11]=[C:4]2[N:3]=1.C(=O)([O-])[O-].[K+].[K+].[Cl:20][C:21]1[CH:26]=[CH:25][C:24]([CH2:27]Cl)=[CH:23][N:22]=1.O, predict the reaction product. The product is: [Cl:20][C:21]1[N:22]=[CH:23][C:24]([CH2:27][N:3]2[C:2]([CH3:1])=[CH:7][C:6](=[O:8])[N:5]3[N:9]=[C:10]([S:12][CH3:13])[N:11]=[C:4]23)=[CH:25][CH:26]=1.